This data is from Full USPTO retrosynthesis dataset with 1.9M reactions from patents (1976-2016). The task is: Predict the reactants needed to synthesize the given product. (1) Given the product [CH:31]1([CH2:34][CH2:35][NH:36][C:20]([C:17]2[S:16][C:15]([N:13]3[CH2:14][C:9]4[CH2:8][N:7]([C:5](=[O:6])[C:4]5[CH:23]=[CH:24][CH:25]=[CH:26][C:3]=5[C:2]([F:28])([F:1])[F:27])[CH2:11][C:10]=4[CH2:12]3)=[N:19][CH:18]=2)=[O:21])[CH2:33][CH2:32]1, predict the reactants needed to synthesize it. The reactants are: [F:1][C:2]([F:28])([F:27])[C:3]1[CH:26]=[CH:25][CH:24]=[CH:23][C:4]=1[C:5]([N:7]1[CH2:11][C:10]2[CH2:12][N:13]([C:15]3[S:16][C:17]([C:20](O)=[O:21])=[CH:18][N:19]=3)[CH2:14][C:9]=2[CH2:8]1)=[O:6].[Li].Cl.[CH:31]1([CH2:34][CH2:35][NH2:36])[CH2:33][CH2:32]1.C(N(CC)CC)C.CN(C(ON1N=NC2C=CC=NC1=2)=[N+](C)C)C.F[P-](F)(F)(F)(F)F. (2) Given the product [SH:14][C:13]1[O:11][C:3]2[CH:4]=[CH:5][C:6]([N+:8]([O-:10])=[O:9])=[CH:7][C:2]=2[N:1]=1, predict the reactants needed to synthesize it. The reactants are: [NH2:1][C:2]1[CH:7]=[C:6]([N+:8]([O-:10])=[O:9])[CH:5]=[CH:4][C:3]=1[OH:11].O(CC)[C:13]([S-])=[S:14].[K+]. (3) The reactants are: [CH2:1]([N:4]1[CH:8]=[C:7]([CH2:9][C@@H:10]([NH:14][C:15]([O:17][CH2:18][C:19]2[CH:24]=[CH:23][CH:22]=[CH:21][CH:20]=2)=[O:16])[C:11]([OH:13])=O)[N:6]=[CH:5]1)[CH:2]=[CH2:3].ON1C2C=CC=CC=2N=N1.C1(N=C=NC2CCCCC2)CCCCC1.[CH2:50]([O:53][CH2:54][C@@H:55]([NH2:59])[CH:56]([CH3:58])[CH3:57])[CH:51]=[CH2:52]. Given the product [CH2:1]([N:4]1[CH:8]=[C:7]([CH2:9][C@@H:10]([NH:14][C:15](=[O:16])[O:17][CH2:18][C:19]2[CH:24]=[CH:23][CH:22]=[CH:21][CH:20]=2)[C:11](=[O:13])[NH:59][C@H:55]([CH2:54][O:53][CH2:50][CH:51]=[CH2:52])[CH:56]([CH3:58])[CH3:57])[N:6]=[CH:5]1)[CH:2]=[CH2:3], predict the reactants needed to synthesize it. (4) Given the product [C:4]([O:3][C:1]([N:8]1[CH2:15][C@H:14]([F:16])[CH2:13][C@H:9]1[C:10](=[O:12])[NH:29][CH2:28][C:22]1[CH:21]=[C:20]([C:19]([O:18][CH3:17])=[O:30])[CH:25]=[C:24]([Cl:26])[C:23]=1[F:27])=[O:2])([CH3:5])([CH3:6])[CH3:7], predict the reactants needed to synthesize it. The reactants are: [C:1]([N:8]1[CH2:15][C@H:14]([F:16])[CH2:13][C@H:9]1[C:10]([OH:12])=O)([O:3][C:4]([CH3:7])([CH3:6])[CH3:5])=[O:2].[CH3:17][O:18][C:19](=[O:30])[C:20]1[CH:25]=[C:24]([Cl:26])[C:23]([F:27])=[C:22]([CH2:28][NH2:29])[CH:21]=1.CN(C(ON1N=NC2C=CC=NC1=2)=[N+](C)C)C.F[P-](F)(F)(F)(F)F.CCN(C(C)C)C(C)C.